Task: Predict the product of the given reaction.. Dataset: Forward reaction prediction with 1.9M reactions from USPTO patents (1976-2016) (1) The product is: [NH2:1][C@H:2]1[C:7]([F:9])([F:8])[CH2:6][CH2:5][CH2:4][C@H:3]1[NH:10][C:11]1[N:12]=[C:13]([NH:27][C:25]2[S:24][N:23]=[C:22]([CH3:21])[CH:26]=2)[C:14]([C:17]#[N:18])=[N:15][CH:16]=1. Given the reactants [NH2:1][C@H:2]1[C:7]([F:9])([F:8])[CH2:6][CH2:5][CH2:4][C@H:3]1[NH:10][C:11]1[N:12]=[C:13](Cl)[C:14]([C:17]#[N:18])=[N:15][CH:16]=1.Cl.[CH3:21][C:22]1[CH:26]=[C:25]([NH2:27])[S:24][N:23]=1.C([O-])([O-])=O.[K+].[K+].C1C=CC(P(C2C(C3C(P(C4C=CC=CC=4)C4C=CC=CC=4)=CC=C4C=3C=CC=C4)=C3C(C=CC=C3)=CC=2)C2C=CC=CC=2)=CC=1, predict the reaction product. (2) Given the reactants [NH2:1][C:2]1[S:6][C:5]([C:7]([O:9][CH2:10][CH3:11])=[O:8])=[CH:4][C:3]=1[O:12][CH3:13].[CH3:14][S:15](Cl)(=[O:17])=[O:16].C([O-])([O-])=O.[K+].[K+].Cl.Cl[CH2:27][CH2:28][N:29]1[CH2:34][CH2:33][O:32][CH2:31][CH2:30]1, predict the reaction product. The product is: [CH3:13][O:12][C:3]1[CH:4]=[C:5]([C:7]([O:9][CH2:10][CH3:11])=[O:8])[S:6][C:2]=1[N:1]([CH2:27][CH2:28][N:29]1[CH2:34][CH2:33][O:32][CH2:31][CH2:30]1)[S:15]([CH3:14])(=[O:17])=[O:16]. (3) Given the reactants [CH3:1][C:2]1[O:6][N:5]=[C:4]([C:7]2[CH:12]=[CH:11][CH:10]=[CH:9][CH:8]=2)[C:3]=1[C:13]1[N:17]2[CH:18]=[C:19]([C:22](O)=[O:23])[CH:20]=[CH:21][C:16]2=[CH:15][N:14]=1.[O:25]1[CH2:30][CH2:29][CH:28]([NH2:31])[CH2:27][CH2:26]1, predict the reaction product. The product is: [O:25]1[CH2:30][CH2:29][CH:28]([NH:31][C:22]([C:19]2[CH:20]=[CH:21][C:16]3[N:17]([C:13]([C:3]4[C:4]([C:7]5[CH:8]=[CH:9][CH:10]=[CH:11][CH:12]=5)=[N:5][O:6][C:2]=4[CH3:1])=[N:14][CH:15]=3)[CH:18]=2)=[O:23])[CH2:27][CH2:26]1. (4) Given the reactants [C:1]([O:5][C:6](=[O:14])[NH:7][C@@H:8]1[CH2:13][CH2:12][CH2:11][NH:10][CH2:9]1)([CH3:4])([CH3:3])[CH3:2].C(=O)([O-])[O-].[Cs+].[Cs+].C1(P(C2CCCCC2)C2C(OC)=CC=C(OC)C=2C2C(C(C)C)=CC(C(C)C)=CC=2C(C)C)CCCCC1.Br[C:60]1[S:61][CH:62]=[C:63]([C:65]#[N:66])[N:64]=1, predict the reaction product. The product is: [C:1]([O:5][C:6](=[O:14])[NH:7][C@@H:8]1[CH2:13][CH2:12][CH2:11][N:10]([C:60]2[S:61][CH:62]=[C:63]([C:65]#[N:66])[N:64]=2)[CH2:9]1)([CH3:4])([CH3:2])[CH3:3].